This data is from NCI-60 drug combinations with 297,098 pairs across 59 cell lines. The task is: Regression. Given two drug SMILES strings and cell line genomic features, predict the synergy score measuring deviation from expected non-interaction effect. (1) Drug 1: C1=CC(=C2C(=C1NCCNCCO)C(=O)C3=C(C=CC(=C3C2=O)O)O)NCCNCCO. Drug 2: C(CC(=O)O)C(=O)CN.Cl. Cell line: SK-MEL-5. Synergy scores: CSS=21.4, Synergy_ZIP=-12.3, Synergy_Bliss=-6.76, Synergy_Loewe=-14.0, Synergy_HSA=-4.14. (2) Drug 1: C1CN1P(=S)(N2CC2)N3CC3. Drug 2: C1=NC2=C(N=C(N=C2N1C3C(C(C(O3)CO)O)F)Cl)N. Cell line: ACHN. Synergy scores: CSS=28.3, Synergy_ZIP=-12.1, Synergy_Bliss=1.72, Synergy_Loewe=-5.87, Synergy_HSA=2.88. (3) Drug 1: C1CCC(C1)C(CC#N)N2C=C(C=N2)C3=C4C=CNC4=NC=N3. Drug 2: CN(C)N=NC1=C(NC=N1)C(=O)N. Cell line: NCI-H226. Synergy scores: CSS=3.32, Synergy_ZIP=-2.15, Synergy_Bliss=-5.10, Synergy_Loewe=-13.1, Synergy_HSA=-7.37. (4) Drug 1: C1CCC(C(C1)N)N.C(=O)(C(=O)[O-])[O-].[Pt+4]. Drug 2: CC12CCC3C(C1CCC2OP(=O)(O)O)CCC4=C3C=CC(=C4)OC(=O)N(CCCl)CCCl.[Na+]. Cell line: SF-539. Synergy scores: CSS=31.9, Synergy_ZIP=-4.52, Synergy_Bliss=-4.17, Synergy_Loewe=-21.4, Synergy_HSA=-14.2. (5) Drug 1: CC(C)(C#N)C1=CC(=CC(=C1)CN2C=NC=N2)C(C)(C)C#N. Drug 2: C1=CC=C(C=C1)NC(=O)CCCCCCC(=O)NO. Cell line: SF-539. Synergy scores: CSS=10.4, Synergy_ZIP=-1.70, Synergy_Bliss=-3.90, Synergy_Loewe=-1.40, Synergy_HSA=-3.57. (6) Drug 1: CN(C(=O)NC(C=O)C(C(C(CO)O)O)O)N=O. Drug 2: CC1C(C(CC(O1)OC2CC(CC3=C2C(=C4C(=C3O)C(=O)C5=C(C4=O)C(=CC=C5)OC)O)(C(=O)CO)O)N)O.Cl. Cell line: A498. Synergy scores: CSS=51.3, Synergy_ZIP=-1.60, Synergy_Bliss=-2.27, Synergy_Loewe=-27.5, Synergy_HSA=-0.874. (7) Drug 1: C1=C(C(=O)NC(=O)N1)N(CCCl)CCCl. Drug 2: C1CN(CCN1C(=O)CCBr)C(=O)CCBr. Cell line: HOP-92. Synergy scores: CSS=42.1, Synergy_ZIP=3.03, Synergy_Bliss=2.86, Synergy_Loewe=3.62, Synergy_HSA=6.18. (8) Drug 1: C1=CC(=CC=C1C#N)C(C2=CC=C(C=C2)C#N)N3C=NC=N3. Drug 2: C1CN1C2=NC(=NC(=N2)N3CC3)N4CC4. Cell line: UO-31. Synergy scores: CSS=21.4, Synergy_ZIP=-7.19, Synergy_Bliss=-0.714, Synergy_Loewe=-3.96, Synergy_HSA=-2.16.